From a dataset of Reaction yield outcomes from USPTO patents with 853,638 reactions. Predict the reaction yield, written as a fraction of the theoretical maximum amount of product (1.0 means a 100% yield; for example, 0.34 means a 34% yield). (1) The reactants are [CH:1]1([NH2:6])CCC[CH2:2]1.FC1C=C(C)C=CC=1[N+]([O-])=[O:15].[CH:18]1([NH:23][C:24]2[CH:30]=[C:29]([CH3:31])[CH:28]=[CH:27][C:25]=2[NH2:26])[CH2:22][CH2:21][CH2:20][CH2:19]1.N[C:33]1[S:34]C=[CH:36][N:37]=1. No catalyst specified. The product is [CH:18]1([NH:23][C:24]2[CH:30]=[C:29]([CH3:31])[CH:28]=[CH:27][C:25]=2[NH2:26])[CH2:22][CH2:21][CH2:20][CH2:19]1.[CH:18]1([NH:23][C:24]2[CH:30]=[C:29]([CH3:31])[CH:28]=[CH:27][C:25]=2[NH:26][C:36]([NH:37][C:33]2[S:34][CH:2]=[CH:1][N:6]=2)=[O:15])[CH2:22][CH2:21][CH2:20][CH2:19]1. The yield is 0.680. (2) The catalyst is O1CCOCC1.CCOC(C)=O.C1C=CC([P]([Pd]([P](C2C=CC=CC=2)(C2C=CC=CC=2)C2C=CC=CC=2)([P](C2C=CC=CC=2)(C2C=CC=CC=2)C2C=CC=CC=2)[P](C2C=CC=CC=2)(C2C=CC=CC=2)C2C=CC=CC=2)(C2C=CC=CC=2)C2C=CC=CC=2)=CC=1. The yield is 0.580. The reactants are Br[C:2]1[C:3]([O:11][CH3:12])=[CH:4][C:5]([O:9][CH3:10])=[C:6]([CH:8]=1)[NH2:7].C([Sn](CCCC)(CCCC)[C:18]1[O:19][CH:20]=[CH:21][N:22]=1)CCC. The product is [CH3:10][O:9][C:5]1[CH:4]=[C:3]([O:11][CH3:12])[C:2]([C:18]2[O:19][CH:20]=[CH:21][N:22]=2)=[CH:8][C:6]=1[NH2:7]. (3) The reactants are [CH3:1][O:2][C:3]1[CH:8]=[C:7]([O:9][CH2:10][C:11]([F:14])([F:13])[F:12])[C:6]([CH3:15])=[CH:5][C:4]=1[N+:16]([O-])=O. The catalyst is CCO.CCOC(C)=O.[Pd]. The product is [CH3:1][O:2][C:3]1[CH:8]=[C:7]([O:9][CH2:10][C:11]([F:12])([F:13])[F:14])[C:6]([CH3:15])=[CH:5][C:4]=1[NH2:16]. The yield is 0.990. (4) The reactants are [F:1][C:2]1[CH:3]=[C:4]([C:9]2[CH:10]=[C:11]([C:20]([O:22]C)=[O:21])[C:12](=[O:19])[N:13]([CH2:15][CH:16]([CH3:18])[CH3:17])[N:14]=2)[CH:5]=[CH:6][C:7]=1[CH3:8].[OH-].[Na+].O.Cl. The catalyst is CO. The product is [C:20]([C:11]1[C:12](=[O:19])[N:13]([CH2:15][CH:16]([CH3:17])[CH3:18])[N:14]=[C:9]([C:4]2[CH:5]=[CH:6][C:7]([CH3:8])=[C:2]([F:1])[CH:3]=2)[CH:10]=1)([OH:22])=[O:21]. The yield is 0.938. (5) The reactants are [CH3:1][O:2][C:3]1[CH:21]=[C:20]([O:22][CH3:23])[CH:19]=[CH:18][C:4]=1[CH2:5][N:6]1[C:14](=[O:15])[C:13]2[C:8](=[CH:9][CH:10]=[CH:11][C:12]=2[OH:16])[C:7]1=[O:17].Cl[CH2:25][CH2:26][CH2:27][N:28]1[CH2:33][CH2:32][O:31][CH2:30][CH2:29]1.C(=O)([O-])[O-].[K+].[K+]. The catalyst is CN(C=O)C.C(OCC)(=O)C. The product is [CH3:1][O:2][C:3]1[CH:21]=[C:20]([O:22][CH3:23])[CH:19]=[CH:18][C:4]=1[CH2:5][N:6]1[C:14](=[O:15])[C:13]2[C:8](=[CH:9][CH:10]=[CH:11][C:12]=2[O:16][CH2:25][CH2:26][CH2:27][N:28]2[CH2:33][CH2:32][O:31][CH2:30][CH2:29]2)[C:7]1=[O:17]. The yield is 0.680. (6) The reactants are CN(C1C=CC=CN=1)C.[NH:10]1[C:18]2[C:13](=[CH:14][N:15]=[CH:16][CH:17]=2)[CH:12]=[CH:11]1.[C:19]([O:23][C:24](O[C:24]([O:23][C:19]([CH3:22])([CH3:21])[CH3:20])=[O:25])=[O:25])([CH3:22])([CH3:21])[CH3:20]. The catalyst is C(#N)C. The product is [C:19]([O:23][C:24]([N:10]1[C:18]2[CH:17]=[CH:16][N:15]=[CH:14][C:13]=2[CH:12]=[CH:11]1)=[O:25])([CH3:22])([CH3:21])[CH3:20]. The yield is 0.924. (7) The reactants are [NH2:1][C:2]1[C:11]([Cl:12])=[CH:10][C:9]([C:13]([NH:15][NH2:16])=[O:14])=[C:8]2[C:3]=1[CH2:4][CH2:5][CH2:6][O:7]2.C(N(CC)CC)C.[CH:24]1([N:27]2[CH2:32][CH2:31][CH:30]([C:33](Cl)=[O:34])[CH2:29][CH2:28]2)[CH2:26][CH2:25]1. The catalyst is ClCCl.O. The product is [CH:24]1([N:27]2[CH2:28][CH2:29][CH:30]([C:33]([NH:16][NH:15][C:13]([C:9]3[CH:10]=[C:11]([Cl:12])[C:2]([NH2:1])=[C:3]4[C:8]=3[O:7][CH2:6][CH2:5][CH2:4]4)=[O:14])=[O:34])[CH2:31][CH2:32]2)[CH2:26][CH2:25]1. The yield is 0.810. (8) The reactants are C(NC(C)C)(C)C.C([Li])CCC.[CH3:13][S:14][C:15]1[CH:20]=[CH:19][C:18]([CH2:21][C:22]([OH:24])=[O:23])=[CH:17][CH:16]=1.I[CH2:26][CH:27]1[CH2:31][CH2:30][CH2:29][CH2:28]1. The catalyst is O1CCCC1.CN1CCCN(C)C1=O. The product is [CH:27]1([CH2:26][CH:21]([C:18]2[CH:17]=[CH:16][C:15]([S:14][CH3:13])=[CH:20][CH:19]=2)[C:22]([OH:24])=[O:23])[CH2:31][CH2:30][CH2:29][CH2:28]1. The yield is 0.350.